Predict the product of the given reaction. From a dataset of Forward reaction prediction with 1.9M reactions from USPTO patents (1976-2016). The product is: [CH2:26]([C:25]1[C:24](=[O:33])[O:23][C@H:11]([CH2:12][CH2:13][CH2:14][CH2:15][CH2:16][CH2:17][CH2:18][CH2:19][CH2:20][CH2:21][CH3:22])[CH2:10][C:9]=1[OH:34])[CH2:27][CH2:28][CH2:29][CH2:30][CH3:31]. Given the reactants C([Mg]Cl)(C)(C)C.CO[C:9](=[O:34])[CH2:10][C@H:11]([O:23][C:24](=[O:33])[CH:25](Br)[CH2:26][CH2:27][CH2:28][CH2:29][CH2:30][CH3:31])[CH2:12][CH2:13][CH2:14][CH2:15][CH2:16][CH2:17][CH2:18][CH2:19][CH2:20][CH2:21][CH3:22].C1COCC1, predict the reaction product.